Dataset: Full USPTO retrosynthesis dataset with 1.9M reactions from patents (1976-2016). Task: Predict the reactants needed to synthesize the given product. (1) Given the product [CH2:4]([NH:14][C:10]1[CH:11]=[CH:12][CH:13]=[C:8]([O:7][CH3:6])[CH:9]=1)[CH:3]=[CH2:2], predict the reactants needed to synthesize it. The reactants are: O1C[CH2:4][CH2:3][CH2:2]1.[CH3:6][O:7][C:8]1[CH:13]=[CH:12][CH:11]=[C:10]([NH2:14])[CH:9]=1.C(N(CC)CC)C.C(Br)C=C. (2) Given the product [Si:8]([O:15][C@@H:16]1[CH2:20][N:19]([C:2]2[CH:6]=[CH:5][N:4]([CH3:7])[N:3]=2)[C:18](=[O:21])[CH2:17]1)([C:11]([CH3:14])([CH3:13])[CH3:12])([CH3:10])[CH3:9], predict the reactants needed to synthesize it. The reactants are: I[C:2]1[CH:6]=[CH:5][N:4]([CH3:7])[N:3]=1.[Si:8]([O:15][C@@H:16]1[CH2:20][NH:19][C:18](=[O:21])[CH2:17]1)([C:11]([CH3:14])([CH3:13])[CH3:12])([CH3:10])[CH3:9].CNCCNC.P([O-])([O-])([O-])=O.[K+].[K+].[K+]. (3) Given the product [N:18]1([CH2:17][C:16]2[CH:23]=[CH:24][C:13]([CH2:12][N:9]3[CH:10]=[C:6]4[C:7]([C:2]([Br:1])=[N:3][CH:4]=[CH:5]4)=[N:8]3)=[CH:14][CH:15]=2)[CH:22]=[CH:21][CH:20]=[N:19]1.[N:18]1([CH2:17][C:16]2[CH:23]=[CH:24][C:13]([CH2:12][N:8]3[C:7]4=[C:2]([Br:1])[N:3]=[CH:4][CH:5]=[C:6]4[CH:10]=[N:9]3)=[CH:14][CH:15]=2)[CH:22]=[CH:21][CH:20]=[N:19]1, predict the reactants needed to synthesize it. The reactants are: [Br:1][C:2]1[N:3]=[CH:4][CH:5]=[C:6]2[CH:10]=[N:9][NH:8][C:7]=12.Br[CH2:12][C:13]1[CH:24]=[CH:23][C:16]([CH2:17][N:18]2[CH:22]=[CH:21][CH:20]=[N:19]2)=[CH:15][CH:14]=1.C([O-])([O-])=O.[Cs+].[Cs+].